Task: Predict the reaction yield, written as a fraction of the theoretical maximum amount of product (1.0 means a 100% yield; for example, 0.34 means a 34% yield).. Dataset: Reaction yield outcomes from USPTO patents with 853,638 reactions (1) The reactants are [NH2:1][C:2]1[CH:10]=[CH:9][C:8]([O:11][C:12]([F:15])([F:14])[F:13])=[CH:7][C:3]=1[C:4]([OH:6])=[O:5].S(Cl)([Cl:19])(=O)=O. The catalyst is CC(O)=O. The product is [NH2:1][C:2]1[C:10]([Cl:19])=[CH:9][C:8]([O:11][C:12]([F:13])([F:14])[F:15])=[CH:7][C:3]=1[C:4]([OH:6])=[O:5]. The yield is 0.940. (2) The reactants are Cl.[C:2]1([CH3:10])[CH:7]=[CH:6][C:5]([NH:8]N)=[CH:4][CH:3]=1.[C:11]([N:16]1[CH2:21][CH2:20][C:19](=O)[CH2:18][CH2:17]1)([O:13][CH2:14][CH3:15])=[O:12]. The catalyst is CCO. The product is [CH3:10][C:2]1[CH:7]=[CH:6][C:5]2[NH:8][C:19]3[CH2:20][CH2:21][N:16]([C:11]([O:13][CH2:14][CH3:15])=[O:12])[CH2:17][C:18]=3[C:4]=2[CH:3]=1. The yield is 0.860. (3) The reactants are [Br:1][C:2]1[CH:9]=[CH:8][C:5]([CH2:6][NH2:7])=[CH:4][CH:3]=1.C(N(CC)CC)C.Cl[CH2:18][CH2:19][CH2:20][S:21](Cl)(=[O:23])=[O:22].[H-].[Na+]. The catalyst is CN(C)C=O. The product is [Br:1][C:2]1[CH:9]=[CH:8][C:5]([CH2:6][N:7]2[CH2:18][CH2:19][CH2:20][S:21]2(=[O:23])=[O:22])=[CH:4][CH:3]=1. The yield is 0.940. (4) The reactants are Br[CH2:2][C:3]1[CH:11]=[CH:10][C:6]([C:7]([OH:9])=[O:8])=[CH:5][CH:4]=1.[C-:12]#[N:13].[Na+].[OH-].[Na+]. The catalyst is C(#N)C.O. The product is [C:12]([CH2:2][C:3]1[CH:11]=[CH:10][C:6]([C:7]([OH:9])=[O:8])=[CH:5][CH:4]=1)#[N:13]. The yield is 0.263. (5) The reactants are CC1C2C(=CC=CC=2[N+]([O-])=O)NC=1.[CH3:14][C:15]1[C:23]2[C:18](=[CH:19][C:20]([N+:24]([O-])=O)=[CH:21][CH:22]=2)[NH:17][CH:16]=1. The catalyst is C(O)C.[Pd]. The product is [CH3:14][C:15]1[C:23]2[C:18](=[CH:19][C:20]([NH2:24])=[CH:21][CH:22]=2)[NH:17][CH:16]=1. The yield is 0.240.